This data is from Forward reaction prediction with 1.9M reactions from USPTO patents (1976-2016). The task is: Predict the product of the given reaction. (1) Given the reactants Br[C:2]1[CH:3]=[C:4]([OH:11])[CH:5]=[C:6]([CH:8]([F:10])[F:9])[CH:7]=1.[CH3:12][C:13]1([CH3:29])[C:17]([CH3:19])([CH3:18])[O:16][B:15]([B:15]2[O:16][C:17]([CH3:19])([CH3:18])[C:13]([CH3:29])([CH3:12])[O:14]2)[O:14]1.C([O-])(=O)C.[K+].O, predict the reaction product. The product is: [F:9][CH:8]([F:10])[C:6]1[CH:5]=[C:4]([OH:11])[CH:3]=[C:2]([B:15]2[O:16][C:17]([CH3:19])([CH3:18])[C:13]([CH3:29])([CH3:12])[O:14]2)[CH:7]=1. (2) Given the reactants [Na].[C:2]([C:4]1[CH:9]=[CH:8][N:7]=[CH:6][CH:5]=1)#[N:3].[Cl-:10].[NH4+:11].C(OCC)C, predict the reaction product. The product is: [ClH:10].[C:2]([C:4]1[CH:9]=[CH:8][N:7]=[CH:6][CH:5]=1)(=[NH:11])[NH2:3]. (3) Given the reactants [CH3:1][O:2][C:3]([C@@H:5]1[C@@H:10]2[C@H:6]1[CH2:7][CH2:8][C@@:9]2([NH2:14])[C:11]([OH:13])=[O:12])=[O:4].[C:15](O[C:15]([O:17][C:18]([CH3:21])([CH3:20])[CH3:19])=[O:16])([O:17][C:18]([CH3:21])([CH3:20])[CH3:19])=[O:16].C(=O)([O-])[O-].[K+].[K+].Cl, predict the reaction product. The product is: [CH3:1][O:2][C:3]([C@@H:5]1[C@@H:10]2[C@H:6]1[CH2:7][CH2:8][C@@:9]2([NH:14][C:15]([O:17][C:18]([CH3:21])([CH3:20])[CH3:19])=[O:16])[C:11]([OH:13])=[O:12])=[O:4]. (4) Given the reactants O[O:2][S:3]([O-:5])=O.[K+].[Br:7][C:8]1[CH:32]=[CH:31][C:11]([NH:12][C:13]2[C:22]3[C:17](=[CH:18][C:19]([O:25][CH2:26][CH2:27][CH2:28]SC)=[C:20]([O:23][CH3:24])[CH:21]=3)[N:16]=[CH:15][N:14]=2)=[C:10]([F:33])[CH:9]=1.[CH3:34]O, predict the reaction product. The product is: [Br:7][C:8]1[CH:32]=[CH:31][C:11]([NH:12][C:13]2[C:22]3[C:17](=[CH:18][C:19]([O:25][CH2:26][CH2:27][CH2:28][S:3]([CH3:34])(=[O:5])=[O:2])=[C:20]([O:23][CH3:24])[CH:21]=3)[N:16]=[CH:15][N:14]=2)=[C:10]([F:33])[CH:9]=1. (5) Given the reactants Br[C:2]1[CH:3]=[CH:4][C:5]([F:8])=[N:6][CH:7]=1.[O:9]1[CH2:14][CH2:13][CH2:12][CH2:11][CH:10]1[O:15][CH2:16][CH2:17][N:18]1[CH:22]=[C:21](B2OC(C)(C)C(C)(C)O2)[CH:20]=[N:19]1.C([O-])([O-])=O.[Na+].[Na+], predict the reaction product. The product is: [F:8][C:5]1[CH:4]=[CH:3][C:2]([C:21]2[CH:20]=[N:19][N:18]([CH2:17][CH2:16][O:15][CH:10]3[CH2:11][CH2:12][CH2:13][CH2:14][O:9]3)[CH:22]=2)=[CH:7][N:6]=1. (6) Given the reactants [NH2:1][C:2]1[CH:9]=[CH:8][C:7]([F:10])=[CH:6][C:3]=1[CH:4]=O.[CH3:11][O:12][C:13]1[CH:18]=[CH:17][CH:16]=[CH:15][C:14]=1[CH2:19][CH2:20][C:21]#[N:22], predict the reaction product. The product is: [F:10][C:7]1[CH:6]=[C:3]2[C:2](=[CH:9][CH:8]=1)[N:1]=[C:21]([NH2:22])[C:20]([CH2:19][C:14]1[CH:15]=[CH:16][CH:17]=[CH:18][C:13]=1[O:12][CH3:11])=[CH:4]2.